From a dataset of Full USPTO retrosynthesis dataset with 1.9M reactions from patents (1976-2016). Predict the reactants needed to synthesize the given product. (1) The reactants are: [C:1]12([CH2:11][O:12][C:13]3[CH:18]=[CH:17][C:16]([CH2:19][CH2:20][NH:21]C(=O)OC(C)(C)C)=[CH:15][CH:14]=3)[CH2:10][CH:5]3[CH2:6][CH:7]([CH2:9][CH:3]([CH2:4]3)[CH2:2]1)[CH2:8]2. Given the product [C:1]12([CH2:11][O:12][C:13]3[CH:18]=[CH:17][C:16]([CH2:19][CH2:20][NH2:21])=[CH:15][CH:14]=3)[CH2:10][CH:5]3[CH2:6][CH:7]([CH2:9][CH:3]([CH2:4]3)[CH2:2]1)[CH2:8]2, predict the reactants needed to synthesize it. (2) Given the product [CH:15]1([O:14][CH2:13][CH2:12][CH2:11][N:8]2[C:9]3[C:5](=[CH:4][CH:3]=[C:2]([NH:1][C:24](=[O:25])[C:23]4[CH:27]=[CH:28][N:29]=[CH:30][C:22]=4[F:21])[CH:10]=3)[C:6]([CH3:20])([CH3:19])[C:7]2=[O:18])[CH2:16][CH2:17]1, predict the reactants needed to synthesize it. The reactants are: [NH2:1][C:2]1[CH:10]=[C:9]2[C:5]([C:6]([CH3:20])([CH3:19])[C:7](=[O:18])[N:8]2[CH2:11][CH2:12][CH2:13][O:14][CH:15]2[CH2:17][CH2:16]2)=[CH:4][CH:3]=1.[F:21][C:22]1[CH:30]=[N:29][CH:28]=[CH:27][C:23]=1[C:24](O)=[O:25]. (3) Given the product [Cl:3][C:16]1[C:15]2[O:21][C:22]3[C:12]([C:13](=[O:25])[C:14]=2[CH:19]=[CH:18][N:17]=1)=[CH:11][C:10]([C:8]([O:7][CH3:6])=[O:9])=[CH:24][CH:23]=3, predict the reactants needed to synthesize it. The reactants are: P(Cl)(Cl)([Cl:3])=O.[CH3:6][O:7][C:8]([C:10]1[CH:11]=[C:12]2[C:22](=[CH:23][CH:24]=1)[O:21][C:15]1[CH:16]=[N+:17]([O-])[CH:18]=[CH:19][C:14]=1[C:13]2=[O:25])=[O:9]. (4) Given the product [F:2][C:3]1([F:10])[CH2:8][CH2:7][CH:6]([NH:9][C:18](=[O:22])[CH:19]([CH3:21])[CH3:20])[CH2:5][CH2:4]1, predict the reactants needed to synthesize it. The reactants are: Cl.[F:2][C:3]1([F:10])[CH2:8][CH2:7][CH:6]([NH2:9])[CH2:5][CH2:4]1.C(N(CC)CC)C.[C:18](Cl)(=[O:22])[CH:19]([CH3:21])[CH3:20]. (5) The reactants are: [CH3:1][C:2]1([CH3:12])[CH2:7][CH2:6][N:5]2[CH:8]=[N:9][CH:10]=[C:4]2[C:3]1=O.[CH3:13][O:14][C:15]1[CH:20]=[CH:19][C:18]([Mg]Br)=[CH:17][CH:16]=1.Cl.[O:24]1CCCC1. Given the product [CH3:13][O:14][C:15]1[CH:20]=[CH:19][C:18]([CH:3]2[C:2]([CH3:12])([CH3:1])[CH2:7][CH2:6][N:5]3[CH:8]=[N:9][C:10]([OH:24])=[C:4]23)=[CH:17][CH:16]=1, predict the reactants needed to synthesize it. (6) Given the product [F:33][C:2]([F:1])([F:32])[CH2:3][O:4][C:5]1[CH:6]=[CH:7][C:8]([O:9][C:10]2[CH:11]=[C:12]([CH:27]=[CH:28][CH:29]=2)[CH:13]=[C:14]2[CH2:15][CH2:16][NH:17][CH2:18][CH2:19]2)=[CH:30][CH:31]=1, predict the reactants needed to synthesize it. The reactants are: [F:1][C:2]([F:33])([F:32])[CH2:3][O:4][C:5]1[CH:31]=[CH:30][C:8]([O:9][C:10]2[CH:11]=[C:12]([CH:27]=[CH:28][CH:29]=2)[CH:13]=[C:14]2[CH2:19][CH2:18][N:17](C(OC(C)(C)C)=O)[CH2:16][CH2:15]2)=[CH:7][CH:6]=1.FC(F)(F)C(O)=O. (7) Given the product [C:16]([O:15][C:13]([N:9]1[CH2:10][CH2:11][CH2:12][C@H:8]1[C:6](=[O:7])/[C:5](/[C:4]([O:3][CH2:1][CH3:2])=[O:20])=[CH:34]/[C:33]1[CH:36]=[CH:37][C:30]([C:27]([OH:29])=[O:28])=[CH:31][CH:32]=1)=[O:14])([CH3:19])([CH3:18])[CH3:17], predict the reactants needed to synthesize it. The reactants are: [CH2:1]([O:3][C:4](=[O:20])[CH2:5][C:6]([C@@H:8]1[CH2:12][CH2:11][CH2:10][N:9]1[C:13]([O:15][C:16]([CH3:19])([CH3:18])[CH3:17])=[O:14])=[O:7])[CH3:2].N1CCCCC1.[C:27]([C:30]1[CH:37]=[CH:36][C:33]([CH:34]=O)=[CH:32][CH:31]=1)([OH:29])=[O:28].